From a dataset of Experimentally validated miRNA-target interactions with 360,000+ pairs, plus equal number of negative samples. Binary Classification. Given a miRNA mature sequence and a target amino acid sequence, predict their likelihood of interaction. (1) The miRNA is hsa-miR-655-3p with sequence AUAAUACAUGGUUAACCUCUUU. The protein sequence of the target gene is MATRGGGPGPGFRHRALRGLLLLCLWLPGSRPGEPAAPSSGVDRLLQDFRRQLQRARPREELEPELLGGPREDCPGAGGTAVYRAVPDTIIRTQDSIAAGASFLRAPGSVRGWRQCVTACCSEPSCSVAVVQLPRGPSVPAPMPAPRCYLFNCTARGRSVCKFAPLRGYRTYTLSRAEDAAGIPPRPDEDKPPVSKAGKDVVLHLPTDGVVLDGRESSDDHAIVLYEWTLQQGDPSSVDMKVPQPGTLRLSRLKEGAYIFQLTVTDSVGQRSSDNVSVTVLPRPYSTGGCSSACSRYHFF.... Result: 0 (no interaction). (2) Result: 1 (interaction). The protein sequence of the target gene is MNSRQAWRLFLSQGRGDRWVSRPRGHFSPALRREFFTTTTKEGYDRRPVDITPLEQRKLTFDTHALVQDLETHGFDKTQAETIVSALTALSNVSLDTIYKEMVTQAQQEITVQQLMAHLDAIRKDMVILEKSEFANLRAENEKMKIELDQVKQQLMHETSRIRADNKLDINLERSRVTDMFTDQEKQLMETTTEFTKKDTQTKSIISETSNKIDAEIASLKTLMESNKLETIRYLAASVFTCLAIALGFYRFWK. The miRNA is hsa-miR-601 with sequence UGGUCUAGGAUUGUUGGAGGAG. (3) The miRNA is hsa-miR-6881-5p with sequence UGGGGUAAGGAUAGGAGGGUCA. The protein sequence of the target gene is MSSILPFTPPVVKRLLGWKKSAGGSGGAGGGEQNGQEEKWCEKAVKSLVKKLKKTGRLDELEKAITTQNCNTKCVTIPSTCSEIWGLSTANTVDQWDTTGLYSFSEQTRSLDGRLQVSHRKGLPHVIYCRLWRWPDLHSHHELKAIENCEYAFNLKKDEVCVNPYHYQRVETPVLPPVLVPRHTEILTELPPLDDYTHSIPENTNFPAGIEPQSNYIPETPPPGYISEDGETSDQQLNQSMDTGSPAELSPTTLSPVNHSLDLQPVTYSEPAFWCSIAYYELNQRVGETFHASQPSLTVD.... Result: 0 (no interaction). (4) The miRNA is hsa-miR-3666 with sequence CAGUGCAAGUGUAGAUGCCGA. The protein sequence of the target gene is MGQCGITSSKTVLVFLNLIFWGAAGILCYVGAYVFITYDDYDHFFEDVYTLIPAVVIIAVGALLFIIGLIGCCATIRESRCGLATFVIILLLVFVTEVVVVVLGYVYRAKVENEVDRSIQKVYKTYNGTNPDAASRAIDYVQRQLHCCGIHNYSDWENTDWFKETKNQSVPLSCCRETASNCNGSLAHPSDLYAEGCEALVVKKLQEIMMHVIWAALAFAAIQLLGMLCACIVLCRRSRDPAYELLITGGTYA. Result: 1 (interaction). (5) The miRNA is hsa-miR-10a-3p with sequence CAAAUUCGUAUCUAGGGGAAUA. The protein sequence of the target gene is MMFSGFNADYEASSSRCSSASPAGDSLSYYHSPADSFSSMGSPVNAQDFCTDLAVSSVNFIPTVTAISISPDLQWLVQPTLVSSVAPSQTRAPHPYGVPTPSAGAYSRAGAVKTMPGGRAQSIGRRGKVEQLSPEEEEKRRIRRERNKMAAAKCRNRRRELTDTLQAETDQLEDEKSALQTEIANLLKEKEKLEFILAAHRPACKIPDDLGFPEEMSVASLDLSGGLPEAATPESEEAFTLPLLNDPEPKPSVEPVKKVSSMELKAEPFDDFLFPASSRPGGSETARSVPDMDLSGSFYA.... Result: 0 (no interaction).